Task: Predict the product of the given reaction.. Dataset: Forward reaction prediction with 1.9M reactions from USPTO patents (1976-2016) (1) Given the reactants C(OC(=O)[NH:7][CH2:8][C@@H:9]([NH:16][C:17](=[O:41])[C:18]1[CH:23]=[CH:22][C:21]([Cl:24])=[C:20]([NH:25][C:26]([C:28]2[C:39](=[O:40])[NH:38][C:31]3[N:32]=[C:33]([O:36][CH3:37])[N:34]=[CH:35][C:30]=3[CH:29]=2)=[O:27])[CH:19]=1)[C:10]1[CH:15]=[CH:14][CH:13]=[CH:12][CH:11]=1)(C)(C)C.FC(F)(F)C(O)=O, predict the reaction product. The product is: [NH2:7][CH2:8][C@@H:9]([NH:16][C:17]([C:18]1[CH:23]=[CH:22][C:21]([Cl:24])=[C:20]([NH:25][C:26]([C:28]2[C:39](=[O:40])[NH:38][C:31]3[N:32]=[C:33]([O:36][CH3:37])[N:34]=[CH:35][C:30]=3[CH:29]=2)=[O:27])[CH:19]=1)=[O:41])[C:10]1[CH:11]=[CH:12][CH:13]=[CH:14][CH:15]=1. (2) Given the reactants [Br:1][C:2]1[C:11]2[N:10]=[CH:9][CH:8]=[CH:7][C:6]=2[C:5](=[O:12])[NH:4][CH:3]=1.[H-].[Na+].[CH2:15](Br)[C:16]1[CH:21]=[CH:20][CH:19]=[CH:18][CH:17]=1.[NH4+].[Cl-], predict the reaction product. The product is: [CH2:15]([N:4]1[CH:3]=[C:2]([Br:1])[C:11]2[N:10]=[CH:9][CH:8]=[CH:7][C:6]=2[C:5]1=[O:12])[C:16]1[CH:21]=[CH:20][CH:19]=[CH:18][CH:17]=1. (3) Given the reactants Br[C:2]1[CH:7]=[CH:6][CH:5]=[CH:4][C:3]=1[NH:8][C:9]([N:11]1[C:20]2[C:15](=[CH:16][C:17]([O:23][CH3:24])=[C:18]([CH3:22])[C:19]=2[CH3:21])[CH2:14][C:13]2([CH2:27][CH2:26][CH2:25]2)[CH2:12]1)=[S:10].C([O-])([O-])=O.[Cs+].[Cs+], predict the reaction product. The product is: [CH3:24][O:23][C:17]1[CH:16]=[C:15]2[C:20](=[C:19]([CH3:21])[C:18]=1[CH3:22])[N:11]([C:9]1[S:10][C:2]3[CH:7]=[CH:6][CH:5]=[CH:4][C:3]=3[N:8]=1)[CH2:12][C:13]1([CH2:27][CH2:26][CH2:25]1)[CH2:14]2. (4) Given the reactants CC(C)([O-])C.[K+].[CH3:7][N:8]1[CH:12]=[CH:11][C:10]([NH2:13])=[N:9]1.F[C:15]1[CH:20]=[C:19]([F:21])[CH:18]=[CH:17][C:16]=1[N+:22]([O-:24])=[O:23].[NH4+].[Cl-], predict the reaction product. The product is: [F:21][C:19]1[CH:18]=[CH:17][C:16]([N+:22]([O-:24])=[O:23])=[C:15]([NH:13][C:10]2[CH:11]=[CH:12][N:8]([CH3:7])[N:9]=2)[CH:20]=1. (5) Given the reactants [ClH:1].C(OCC)C.[CH3:7][O:8][C:9]1[CH:10]=[C:11]([CH:33]=[CH:34][CH:35]=1)[CH2:12][CH2:13][N:14]([CH2:16][CH2:17][N:18]1[C:24]2[CH:25]=[CH:26][CH:27]=[CH:28][C:23]=2[CH2:22][O:21][C:20]2[CH:29]=[CH:30][CH:31]=[CH:32][C:19]1=2)[CH3:15], predict the reaction product. The product is: [ClH:1].[CH3:7][O:8][C:9]1[CH:10]=[C:11]([CH:33]=[CH:34][CH:35]=1)[CH2:12][CH2:13][N:14]([CH2:16][CH2:17][N:18]1[C:24]2[CH:25]=[CH:26][CH:27]=[CH:28][C:23]=2[CH2:22][O:21][C:20]2[CH:29]=[CH:30][CH:31]=[CH:32][C:19]1=2)[CH3:15].